This data is from Full USPTO retrosynthesis dataset with 1.9M reactions from patents (1976-2016). The task is: Predict the reactants needed to synthesize the given product. (1) The reactants are: [CH3:1][CH:2]([NH2:11])[CH2:3][CH2:4][C:5]1[CH:10]=[CH:9][CH:8]=[CH:7][CH:6]=1.[F:12][C:13]([F:24])([F:23])[C:14](O[C:14](=[O:15])[C:13]([F:24])([F:23])[F:12])=[O:15]. Given the product [CH3:1][CH:2]([NH2:11])[CH2:3][CH2:4][C:5]1[CH:10]=[CH:9][CH:8]=[CH:7][CH:6]=1.[C:14]([NH2:11])([C:13]([F:24])([F:23])[F:12])=[O:15], predict the reactants needed to synthesize it. (2) Given the product [CH3:25][S:26]([O:1][CH:2]1[CH2:3][CH2:4][N:5]([C:8]([O:10][CH2:11][C:12]2[CH:17]=[CH:16][CH:15]=[CH:14][CH:13]=2)=[O:9])[CH2:6][CH2:7]1)(=[O:28])=[O:27], predict the reactants needed to synthesize it. The reactants are: [OH:1][CH:2]1[CH2:7][CH2:6][N:5]([C:8]([O:10][CH2:11][C:12]2[CH:17]=[CH:16][CH:15]=[CH:14][CH:13]=2)=[O:9])[CH2:4][CH2:3]1.C(N(CC)CC)C.[CH3:25][S:26](Cl)(=[O:28])=[O:27]. (3) Given the product [Cl:1][C:2]1[N:10]=[C:9]2[C:5]([N:6]=[CH:7][N:8]2[CH:11]2[CH2:15][CH2:14][CH2:13][CH2:12]2)=[C:4]([NH:22][CH2:21][CH2:20][N:19]([CH2:23][CH3:24])[CH2:17][CH3:18])[N:3]=1, predict the reactants needed to synthesize it. The reactants are: [Cl:1][C:2]1[N:10]=[C:9]2[C:5]([N:6]=[CH:7][N:8]2[CH:11]2[CH2:15][CH2:14][CH2:13][CH2:12]2)=[C:4](Cl)[N:3]=1.[CH2:17]([N:19]([CH2:23][CH3:24])[CH2:20][CH2:21][NH2:22])[CH3:18]. (4) Given the product [C:13]([O:17][C:18](=[O:19])[CH2:20][C:9]1[C:10]2[S:1][CH:2]=[CH:3][C:4]=2[NH:5][C:6](=[O:12])[CH2:7][CH:8]=1)([CH3:16])([CH3:15])[CH3:14], predict the reactants needed to synthesize it. The reactants are: [S:1]1[C:10]2[C:9](=O)[CH2:8][CH2:7][C:6](=[O:12])[NH:5][C:4]=2[CH:3]=[CH:2]1.[C:13]([O:17][C:18]([CH:20]=P(C1C=CC=CC=1)(C1C=CC=CC=1)C1C=CC=CC=1)=[O:19])([CH3:16])([CH3:15])[CH3:14]. (5) Given the product [N:6]1[CH:7]=[CH:8][CH:9]=[CH:10][C:5]=1[CH2:4][N:11]1[CH2:16][CH2:15][NH:14][CH2:13][CH2:12]1, predict the reactants needed to synthesize it. The reactants are: Cl.ClC[CH2:4][C:5]1[CH:10]=[CH:9][CH:8]=[CH:7][N:6]=1.[NH:11]1[CH2:16][CH2:15][NH:14][CH2:13][CH2:12]1.